Dataset: Catalyst prediction with 721,799 reactions and 888 catalyst types from USPTO. Task: Predict which catalyst facilitates the given reaction. (1) Reactant: [Si:1]([O:8][CH2:9][C@@H:10]([NH:14][C:15]([C:17]1[N:18]=[C:19]([N:22]2[CH2:25][CH:24]([OH:26])[CH2:23]2)[S:20][CH:21]=1)=[O:16])[CH:11]([CH3:13])[CH3:12])([C:4]([CH3:7])([CH3:6])[CH3:5])([CH3:3])[CH3:2].[CH3:27][S:28](Cl)(=[O:30])=[O:29].C(N(CC)CC)C. The catalyst class is: 2. Product: [Si:1]([O:8][CH2:9][C@@H:10]([NH:14][C:15]([C:17]1[N:18]=[C:19]([N:22]2[CH2:23][CH:24]([O:26][S:28]([CH3:27])(=[O:30])=[O:29])[CH2:25]2)[S:20][CH:21]=1)=[O:16])[CH:11]([CH3:13])[CH3:12])([C:4]([CH3:6])([CH3:7])[CH3:5])([CH3:2])[CH3:3]. (2) Reactant: [N:1]([CH:4]([CH3:14])[CH2:5][NH:6][C:7](=[O:13])[O:8][C:9]([CH3:12])([CH3:11])[CH3:10])=[N+]=[N-]. Product: [NH2:1][CH:4]([CH3:14])[CH2:5][NH:6][C:7](=[O:13])[O:8][C:9]([CH3:11])([CH3:10])[CH3:12]. The catalyst class is: 19. (3) Reactant: [N+:1]([C:4]1[CH:9]=[CH:8][C:7](/[CH:10]=[CH:11]/[CH2:12][CH2:13][CH2:14][CH2:15][CH2:16][CH3:17])=[CH:6][CH:5]=1)([O-])=O. Product: [CH2:10]([C:7]1[CH:6]=[CH:5][C:4]([NH2:1])=[CH:9][CH:8]=1)[CH2:11][CH2:12][CH2:13][CH2:14][CH2:15][CH2:16][CH3:17]. The catalyst class is: 43. (4) Reactant: Cl[C:2]1[N:9]=[C:8]([C:10]2[CH:15]=[CH:14][CH:13]=[CH:12][CH:11]=2)[C:7]([C:16]2[CH:21]=[CH:20][C:19]([CH3:22])=[CH:18][CH:17]=2)=[CH:6][C:3]=1[C:4]#[N:5].[NH:23]1[CH2:28][CH2:27][O:26][CH2:25][CH2:24]1. Product: [O:26]1[CH2:27][CH2:28][N:23]([C:2]2[N:9]=[C:8]([C:10]3[CH:15]=[CH:14][CH:13]=[CH:12][CH:11]=3)[C:7]([C:16]3[CH:21]=[CH:20][C:19]([CH3:22])=[CH:18][CH:17]=3)=[CH:6][C:3]=2[C:4]#[N:5])[CH2:24][CH2:25]1. The catalyst class is: 3. (5) Product: [Si:1]([O:8][C@H:9]1[CH2:32][CH2:31][C@@:30]2([CH3:33])[C@@H:11]([CH2:12][CH2:13][C:14]3[C:15]4[C@:26]([CH3:34])([CH2:27][CH2:28][C:29]=32)[C@@H:18]([C@H:19]([CH3:25])[CH2:20][CH2:21][CH2:22][NH:37][C:38]2[CH:43]=[CH:42][CH:41]=[CH:40][CH:39]=2)[CH2:17][CH:16]=4)[C:10]1([CH3:35])[CH3:36])([C:4]([CH3:5])([CH3:6])[CH3:7])([CH3:3])[CH3:2]. Reactant: [Si:1]([O:8][C@H:9]1[CH2:32][CH2:31][C@@:30]2([CH3:33])[C@@H:11]([CH2:12][CH2:13][C:14]3[C:15]4[C@:26]([CH3:34])([CH2:27][CH2:28][C:29]=32)[C@@H:18]([C@H:19]([CH3:25])[CH2:20][CH2:21][C:22](O)=O)[CH2:17][CH:16]=4)[C:10]1([CH3:36])[CH3:35])([C:4]([CH3:7])([CH3:6])[CH3:5])([CH3:3])[CH3:2].[NH2:37][C:38]1[CH:43]=[CH:42][CH:41]=[CH:40][CH:39]=1.[H-].[Al+3].[Li+].[H-].[H-].[H-]. The catalyst class is: 1. (6) Reactant: [CH2:1]([S:3]([N:6]1[C:18]2[CH2:17][CH2:16][CH:15]([CH:19]3[CH2:24][CH2:23][O:22][CH2:21][CH2:20]3)[CH2:14][C:13]=2[C:12]2[C:7]1=[CH:8][CH:9]=[C:10]([C:25]([OH:27])=O)[CH:11]=2)(=[O:5])=[O:4])[CH3:2].[NH:28]1[CH2:32][CH2:31][C@H:30]([OH:33])[CH2:29]1.C(N(C(C)C)C(C)C)C.CN(C(ON1N=NC2C=CC=NC1=2)=[N+](C)C)C.F[P-](F)(F)(F)(F)F. Product: [CH2:1]([S:3]([N:6]1[C:18]2[CH2:17][CH2:16][CH:15]([CH:19]3[CH2:24][CH2:23][O:22][CH2:21][CH2:20]3)[CH2:14][C:13]=2[C:12]2[C:7]1=[CH:8][CH:9]=[C:10]([C:25]([N:28]1[CH2:32][CH2:31][C@H:30]([OH:33])[CH2:29]1)=[O:27])[CH:11]=2)(=[O:4])=[O:5])[CH3:2]. The catalyst class is: 3. (7) Reactant: [Br:1][C:2]1[C:3](=[O:31])[N:4]([C:23]2[C:28]([F:29])=[CH:27][CH:26]=[CH:25][C:24]=2[F:30])[C:5]([CH3:22])=[CH:6][C:7]=1[O:8][CH2:9][C:10]1[CH:20]=[CH:19][C:18]([F:21])=[CH:17][C:11]=1[O:12][CH2:13][C:14](O)=[O:15].C[N:33]1CCO[CH2:35][CH2:34]1.ClC(OCC(C)C)=O.C(N)C. Product: [Br:1][C:2]1[C:3](=[O:31])[N:4]([C:23]2[C:28]([F:29])=[CH:27][CH:26]=[CH:25][C:24]=2[F:30])[C:5]([CH3:22])=[CH:6][C:7]=1[O:8][CH2:9][C:10]1[CH:20]=[CH:19][C:18]([F:21])=[CH:17][C:11]=1[O:12][CH2:13][C:14]([NH:33][CH2:34][CH3:35])=[O:15]. The catalyst class is: 44.